Dataset: Full USPTO retrosynthesis dataset with 1.9M reactions from patents (1976-2016). Task: Predict the reactants needed to synthesize the given product. (1) Given the product [Cl:17][CH2:18][C:19]([N:16]=[C:11]1[CH:12]=[CH:13][CH:14]=[CH:15][N:10]1[CH2:9][C:6]1[CH:7]=[N:8][C:3]([Cl:2])=[CH:4][CH:5]=1)=[O:20], predict the reactants needed to synthesize it. The reactants are: Cl.[Cl:2][C:3]1[N:8]=[CH:7][C:6]([CH2:9][N:10]2[CH:15]=[CH:14][CH:13]=[CH:12][C:11]2=[NH:16])=[CH:5][CH:4]=1.[Cl:17][CH2:18][C:19](O)=[O:20].CCN=C=NCCCN(C)C.Cl. (2) Given the product [CH2:18]([N:25]1[CH2:30][CH2:29][C:28]([C:2]2[CH:7]=[CH:6][C:5]([O:8][C:9]([F:12])([F:11])[F:10])=[CH:4][CH:3]=2)([OH:31])[CH2:27][CH2:26]1)[C:19]1[CH:20]=[CH:21][CH:22]=[CH:23][CH:24]=1, predict the reactants needed to synthesize it. The reactants are: Br[C:2]1[CH:7]=[CH:6][C:5]([O:8][C:9]([F:12])([F:11])[F:10])=[CH:4][CH:3]=1.C([Li])CCC.[CH2:18]([N:25]1[CH2:30][CH2:29][C:28](=[O:31])[CH2:27][CH2:26]1)[C:19]1[CH:24]=[CH:23][CH:22]=[CH:21][CH:20]=1. (3) The reactants are: [F-].[Cs+].[Cl:3][C:4]1[C:9]([CH:10]=[O:11])=[C:8]([F:12])[C:7]([Si](C)(C)C)=[C:6]([F:17])[CH:5]=1. Given the product [Cl:3][C:4]1[CH:5]=[C:6]([F:17])[CH:7]=[C:8]([F:12])[C:9]=1[CH:10]=[O:11], predict the reactants needed to synthesize it. (4) Given the product [F:20][C:14]1[C:15]([F:19])=[CH:16][CH:17]=[C:18]2[C:13]=1[CH2:12][CH2:11][N:10]2[C:8]([C:6]1[CH:5]=[CH:4][N:3]=[C:2]([N:34]2[CH2:33][CH2:32][C:25]3([O:24][C:23](=[O:37])[NH:22][C:27]4[N:28]=[CH:29][CH:30]=[CH:31][C:26]3=4)[CH2:36][CH2:35]2)[CH:7]=1)=[O:9], predict the reactants needed to synthesize it. The reactants are: Cl[C:2]1[CH:7]=[C:6]([C:8]([N:10]2[C:18]3[C:13](=[C:14]([F:20])[C:15]([F:19])=[CH:16][CH:17]=3)[CH2:12][CH2:11]2)=[O:9])[CH:5]=[CH:4][N:3]=1.Cl.[NH:22]1[C:27]2[N:28]=[CH:29][CH:30]=[CH:31][C:26]=2[C:25]2([CH2:36][CH2:35][NH:34][CH2:33][CH2:32]2)[O:24][C:23]1=[O:37].C(=O)([O-])[O-].[K+].[K+].O.C(#N)C. (5) Given the product [C:18]([O:17][C:16]([N:15]([CH2:14][CH:9]1[CH:8]([C:4]2[CH:5]=[CH:6][CH:7]=[C:2]([F:1])[CH:3]=2)[CH2:13][CH2:12][N:11]([C:43]([NH:42][C:45]2[CH:55]=[CH:54][C:48]([C:49]([OH:51])=[O:50])=[CH:47][CH:46]=2)=[O:44])[CH2:10]1)[C@@H:23]([C:25]1[C:34]2[C:29](=[CH:30][CH:31]=[CH:32][CH:33]=2)[CH:28]=[CH:27][CH:26]=1)[CH3:24])=[O:22])([CH3:19])([CH3:21])[CH3:20], predict the reactants needed to synthesize it. The reactants are: [F:1][C:2]1[CH:3]=[C:4]([CH:8]2[CH2:13][CH2:12][NH:11][CH2:10][CH:9]2[CH2:14][N:15]([C@@H:23]([C:25]2[C:34]3[C:29](=[CH:30][CH:31]=[CH:32][CH:33]=3)[CH:28]=[CH:27][CH:26]=2)[CH3:24])[C:16](=[O:22])[O:17][C:18]([CH3:21])([CH3:20])[CH3:19])[CH:5]=[CH:6][CH:7]=1.C(N(CC)CC)C.[N:42]([C:45]1[CH:55]=[CH:54][C:48]([C:49]([O:51]CC)=[O:50])=[CH:47][CH:46]=1)=[C:43]=[O:44].O. (6) Given the product [CH2:27]([O:15][C:13]([CH:12]1[CH2:10][CH:11]([C:24]2[CH:23]=[CH:20][CH:19]=[C:18]([Cl:17])[CH:25]=2)[C:3]2[C:4](=[CH:6][C:7]([Cl:9])=[CH:8][C:2]=2[Cl:1])[NH:5]1)=[O:14])[CH3:28], predict the reactants needed to synthesize it. The reactants are: [Cl:1][C:2]1[CH:3]=[C:4]([CH:6]=[C:7]([Cl:9])[CH:8]=1)[NH2:5].[CH2:10]([C:12](=O)[C:13]([O-:15])=[O:14])[CH3:11].[Cl:17][C:18]1[CH:19]=[C:20]([CH:23]=[CH:24][CH:25]=1)C=C.F[C:27](F)(F)[C:28](O)=O. (7) The reactants are: [C:1]([C:5]1[CH:9]=[C:8]([NH2:10])[N:7]([C:11]2[CH:16]=[CH:15][C:14]([CH3:17])=[CH:13][CH:12]=2)[N:6]=1)([CH3:4])([CH3:3])[CH3:2].[C:18]([O-:21])(O)=O.[Na+].ClC(OC(Cl)=O)(Cl)Cl.[NH2:31][C:32]1[C:41]2[C:36](=[CH:37][CH:38]=[CH:39][CH:40]=2)[C:35]([O:42][C:43]2[CH:48]=[CH:47][N:46]=[C:45]([NH2:49])[CH:44]=2)=[CH:34][CH:33]=1.CCN(C(C)C)C(C)C.[N-]=C=O. Given the product [NH2:49][C:45]1[CH:44]=[C:43]([O:42][C:35]2[C:36]3[C:41](=[CH:40][CH:39]=[CH:38][CH:37]=3)[C:32]([NH:31][C:18]([NH:10][C:8]3[N:7]([C:11]4[CH:12]=[CH:13][C:14]([CH3:17])=[CH:15][CH:16]=4)[N:6]=[C:5]([C:1]([CH3:4])([CH3:3])[CH3:2])[CH:9]=3)=[O:21])=[CH:33][CH:34]=2)[CH:48]=[CH:47][N:46]=1, predict the reactants needed to synthesize it. (8) Given the product [C:1]1([CH2:7][C:8]2[CH:13]=[CH:12][CH:11]=[CH:10][C:9]=2[CH2:20][C:19]([OH:17])=[O:21])[CH:6]=[CH:5][CH:4]=[CH:3][CH:2]=1, predict the reactants needed to synthesize it. The reactants are: [C:1]1([CH2:7][C:8]2[CH:13]=[CH:12][CH:11]=[CH:10][C:9]=2CC#N)[CH:6]=[CH:5][CH:4]=[CH:3][CH:2]=1.[OH-:17].[K+].[CH2:19]([OH:21])[CH3:20]. (9) Given the product [C:12]([NH:9][NH:8][C:6](=[O:7])[C:5]1[CH:10]=[CH:11][C:2]([Br:1])=[CH:3][CH:4]=1)(=[O:19])[C:13]1[CH:18]=[CH:17][CH:16]=[CH:15][CH:14]=1, predict the reactants needed to synthesize it. The reactants are: [Br:1][C:2]1[CH:11]=[CH:10][C:5]([C:6]([NH:8][NH2:9])=[O:7])=[CH:4][CH:3]=1.[C:12](Cl)(=[O:19])[C:13]1[CH:18]=[CH:17][CH:16]=[CH:15][CH:14]=1. (10) The reactants are: [Cl:1][C:2]1[N:3]=[C:4]([C:9]([NH:11][C@H:12]2[CH2:16][CH2:15][N:14]([C:17]3[S:18][C:19]([C:23]([O:25]CC)=[O:24])=[C:20]([CH3:22])[N:21]=3)[CH2:13]2)=[O:10])[NH:5][C:6]=1[CH2:7][CH3:8].[OH-].[Li+].O. Given the product [Cl:1][C:2]1[N:3]=[C:4]([C:9]([NH:11][C@H:12]2[CH2:16][CH2:15][N:14]([C:17]3[S:18][C:19]([C:23]([OH:25])=[O:24])=[C:20]([CH3:22])[N:21]=3)[CH2:13]2)=[O:10])[NH:5][C:6]=1[CH2:7][CH3:8], predict the reactants needed to synthesize it.